This data is from Peptide-MHC class I binding affinity with 185,985 pairs from IEDB/IMGT. The task is: Regression. Given a peptide amino acid sequence and an MHC pseudo amino acid sequence, predict their binding affinity value. This is MHC class I binding data. (1) The peptide sequence is MLMEVFPQL. The MHC is HLA-A02:01 with pseudo-sequence HLA-A02:01. The binding affinity (normalized) is 1.00. (2) The peptide sequence is QPYHFKDL. The MHC is H-2-Db with pseudo-sequence H-2-Db. The binding affinity (normalized) is 0.0271. (3) The peptide sequence is GTYKRVTEK. The MHC is HLA-A03:01 with pseudo-sequence HLA-A03:01. The binding affinity (normalized) is 0.635. (4) The MHC is HLA-A26:01 with pseudo-sequence HLA-A26:01. The binding affinity (normalized) is 0.0847. The peptide sequence is ASRGLWDSF. (5) The peptide sequence is ITVGMLIYSM. The MHC is HLA-A02:01 with pseudo-sequence HLA-A02:01. The binding affinity (normalized) is 0.527. (6) The peptide sequence is EYSYYSSMY. The MHC is HLA-A24:03 with pseudo-sequence HLA-A24:03. The binding affinity (normalized) is 0.0847. (7) The peptide sequence is RAEIIRMMEGA. The MHC is HLA-A68:02 with pseudo-sequence HLA-A68:02. The binding affinity (normalized) is 0.